This data is from Full USPTO retrosynthesis dataset with 1.9M reactions from patents (1976-2016). The task is: Predict the reactants needed to synthesize the given product. Given the product [OH:2][C:3]1[CH:4]=[CH:5][C:6]([N+:12]([O-:14])=[O:13])=[C:7]([CH:11]=1)[C:8]([OH:10])=[O:9], predict the reactants needed to synthesize it. The reactants are: C[O:2][C:3]1[CH:4]=[CH:5][C:6]([N+:12]([O-:14])=[O:13])=[C:7]([CH:11]=1)[C:8]([OH:10])=[O:9].[OH-].[Na+].